The task is: Predict the reactants needed to synthesize the given product.. This data is from Full USPTO retrosynthesis dataset with 1.9M reactions from patents (1976-2016). (1) Given the product [C:4]([NH:8][S:9]([C:12]1[CH:17]=[CH:16][CH:15]=[C:14]([C:28]2[N:33]=[C:32]([NH:34][C:35]3[NH:36][N:37]=[C:38]([CH:40]4[CH2:42][CH2:41]4)[CH:39]=3)[C:31]([C:43]#[CH:44])=[CH:30][N:29]=2)[CH:13]=1)(=[O:10])=[O:11])([CH3:5])([CH3:6])[CH3:7], predict the reactants needed to synthesize it. The reactants are: C(Cl)Cl.[C:4]([NH:8][S:9]([C:12]1[CH:17]=[CH:16][CH:15]=[C:14](B2OC(C)(C)C(C)(C)O2)[CH:13]=1)(=[O:11])=[O:10])([CH3:7])([CH3:6])[CH3:5].Br[C:28]1[N:33]=[C:32]([NH:34][C:35]2[CH:39]=[C:38]([CH:40]3[CH2:42][CH2:41]3)[NH:37][N:36]=2)[C:31]([C:43]#[C:44][Si](C)(C)C)=[CH:30][N:29]=1.C([O-])([O-])=O.[Na+].[Na+]. (2) Given the product [CH:1]1([C@H:4]2[C@H:8]([OH:9])[CH2:7][C:6](=[O:10])[N:5]2[C:11]([O:13][C:14]([CH3:17])([CH3:16])[CH3:15])=[O:12])[CH2:2][CH2:3]1, predict the reactants needed to synthesize it. The reactants are: [CH:1]1([C@H:4]2[C:8](=[O:9])[CH2:7][C:6](=[O:10])[N:5]2[C:11]([O:13][C:14]([CH3:17])([CH3:16])[CH3:15])=[O:12])[CH2:3][CH2:2]1.C(O)(=O)C.[BH4-].[Na+].CCOC(C)=O.